Predict the product of the given reaction. From a dataset of Forward reaction prediction with 1.9M reactions from USPTO patents (1976-2016). The product is: [F:17][C:18]1([F:22])[CH2:21][N:20]([C:2]2[C:3]([O:10][CH2:11][C:12]([F:15])([F:14])[F:13])=[CH:4][C:5]([C:8]#[N:9])=[N:6][CH:7]=2)[CH2:19]1. Given the reactants Br[C:2]1[C:3]([O:10][CH2:11][C:12]([F:15])([F:14])[F:13])=[CH:4][C:5]([C:8]#[N:9])=[N:6][CH:7]=1.Cl.[F:17][C:18]1([F:22])[CH2:21][NH:20][CH2:19]1.C([O-])([O-])=O.[Cs+].[Cs+].C1C=CC(P(C2C(C3C(P(C4C=CC=CC=4)C4C=CC=CC=4)=CC=C4C=3C=CC=C4)=C3C(C=CC=C3)=CC=2)C2C=CC=CC=2)=CC=1, predict the reaction product.